Dataset: Reaction yield outcomes from USPTO patents with 853,638 reactions. Task: Predict the reaction yield, written as a fraction of the theoretical maximum amount of product (1.0 means a 100% yield; for example, 0.34 means a 34% yield). (1) The reactants are C([N:14]1[CH2:17][CH:16]([C:18]2([OH:32])[CH2:23][CH2:22][N:21]([C:24]([C:26]3[CH:31]=[CH:30][CH:29]=[CH:28][CH:27]=3)=[O:25])[CH2:20][CH2:19]2)[CH2:15]1)(C1C=CC=CC=1)C1C=CC=CC=1. The catalyst is [Pd].C(O)C. The product is [NH:14]1[CH2:17][CH:16]([C:18]2([OH:32])[CH2:23][CH2:22][N:21]([C:24]([C:26]3[CH:31]=[CH:30][CH:29]=[CH:28][CH:27]=3)=[O:25])[CH2:20][CH2:19]2)[CH2:15]1. The yield is 0.810. (2) The reactants are [CH2:1]([N:4]([C:9]1[CH:14]=[CH:13][C:12]([O:15][CH3:16])=[CH:11][CH:10]=1)[C:5](=[O:8])[CH:6]=[CH2:7])C=C. The catalyst is C(Cl)Cl.Cl[Ru](=CC1C=CC=CC=1)([P](C1CCCCC1)(C1CCCCC1)C1CCCCC1)([P](C1CCCCC1)(C1CCCCC1)C1CCCCC1)Cl. The product is [CH3:16][O:15][C:12]1[CH:11]=[CH:10][C:9]([N:4]2[CH2:1][CH:7]=[CH:6][C:5]2=[O:8])=[CH:14][CH:13]=1. The yield is 0.860. (3) The reactants are [CH3:1][N:2]([CH3:15])[CH2:3][CH2:4][O:5][C:6]1[CH:11]=[CH:10][CH:9]=[C:8]([N+:12]([O-])=O)[CH:7]=1.[Cl-].[NH4+]. The catalyst is CO.[Zn]. The product is [CH3:1][N:2]([CH3:15])[CH2:3][CH2:4][O:5][C:6]1[CH:7]=[C:8]([CH:9]=[CH:10][CH:11]=1)[NH2:12]. The yield is 0.460. (4) The reactants are [NH2:1][C:2]1[C:11]2[C:6](=[C:7](Br)[CH:8]=[CH:9][CH:10]=2)[N:5]=[N:4][C:3]=1[C:13]([NH:15][CH2:16][CH2:17][CH3:18])=[O:14].[Cl:19][C:20]1[CH:25]=[CH:24][C:23]([C:26]([F:29])([F:28])[F:27])=[CH:22][C:21]=1B(O)O. No catalyst specified. The product is [NH2:1][C:2]1[C:11]2[C:6](=[C:7]([C:21]3[CH:22]=[C:23]([C:26]([F:28])([F:29])[F:27])[CH:24]=[CH:25][C:20]=3[Cl:19])[CH:8]=[CH:9][CH:10]=2)[N:5]=[N:4][C:3]=1[C:13]([NH:15][CH2:16][CH2:17][CH3:18])=[O:14]. The yield is 0.440. (5) The reactants are [ClH:1].CO[C:4](=O)[CH:5]([NH2:10])[CH2:6][CH2:7][C:8]#[CH:9].[N:12]#[C:13][NH2:14]. No catalyst specified. The product is [ClH:1].[CH2:6]([C:5]1[N:10]=[C:13]([NH2:14])[NH:12][CH:4]=1)[CH2:7][C:8]#[CH:9]. The yield is 0.480. (6) The reactants are [CH3:1][O:2][C:3]([C:5]1[C:13]([NH:14][C:15]2[CH:20]=[CH:19][C:18]([Br:21])=[CH:17][C:16]=2[Cl:22])=[C:12]([F:23])[C:8]2[N:9]=[CH:10][NH:11][C:7]=2[CH:6]=1)=[O:4].C([O-])([O-])=O.[K+].[K+].[C:30]([O:34][C:35]([CH3:38])([CH3:37])[CH3:36])(=[O:33])[CH:31]=[CH2:32]. The catalyst is CN(C=O)C.C(OCC)(=O)C. The product is [CH3:1][O:2][C:3]([C:5]1[C:13]([NH:14][C:15]2[CH:20]=[CH:19][C:18]([Br:21])=[CH:17][C:16]=2[Cl:22])=[C:12]([F:23])[C:8]2[N:9]=[CH:10][N:11]([CH2:32][CH2:31][C:30]([O:34][C:35]([CH3:38])([CH3:37])[CH3:36])=[O:33])[C:7]=2[CH:6]=1)=[O:4]. The yield is 0.620.